Dataset: Full USPTO retrosynthesis dataset with 1.9M reactions from patents (1976-2016). Task: Predict the reactants needed to synthesize the given product. (1) Given the product [OH:1][NH:2][C:3](=[O:4])[C:5]1[CH:10]=[CH:9][C:8](/[CH:11]=[C:12](/[CH2:13][NH:14][CH:15]2[CH2:19][CH2:18][NH:17][CH2:16]2)\[CH2:27][O:28][C:29]2[C:38]3[C:33](=[CH:34][CH:35]=[CH:36][CH:37]=3)[CH:32]=[CH:31][CH:30]=2)=[CH:7][CH:6]=1, predict the reactants needed to synthesize it. The reactants are: [OH:1][NH:2][C:3]([C:5]1[CH:10]=[CH:9][C:8](/[CH:11]=[C:12](\[CH2:27][O:28][C:29]2[C:38]3[C:33](=[CH:34][CH:35]=[CH:36][CH:37]=3)[CH:32]=[CH:31][CH:30]=2)/[CH2:13][NH:14][CH:15]2[CH2:19][CH2:18][N:17](C(OC(C)(C)C)=O)[CH2:16]2)=[CH:7][CH:6]=1)=[O:4].FC(F)(F)C(O)=O. (2) Given the product [C:6]1([CH2:5][CH2:4][NH2:1])[C:15]2[C:10](=[CH:11][CH:12]=[CH:13][CH:14]=2)[CH:9]=[CH:8][CH:7]=1, predict the reactants needed to synthesize it. The reactants are: [N:1]([CH2:4][CH2:5][C:6]1[C:15]2[C:10](=[CH:11][CH:12]=[CH:13][CH:14]=2)[CH:9]=[CH:8][CH:7]=1)=[N+]=[N-].C1(P(C2C=CC=CC=2)C2C=CC=CC=2)C=CC=CC=1.O.